From a dataset of NCI-60 drug combinations with 297,098 pairs across 59 cell lines. Regression. Given two drug SMILES strings and cell line genomic features, predict the synergy score measuring deviation from expected non-interaction effect. (1) Drug 1: C1CN1C2=NC(=NC(=N2)N3CC3)N4CC4. Drug 2: CC1C(C(CC(O1)OC2CC(CC3=C2C(=C4C(=C3O)C(=O)C5=C(C4=O)C(=CC=C5)OC)O)(C(=O)C)O)N)O.Cl. Cell line: HOP-92. Synergy scores: CSS=29.1, Synergy_ZIP=-7.86, Synergy_Bliss=-1.55, Synergy_Loewe=-2.49, Synergy_HSA=0.0545. (2) Drug 1: COC1=CC(=CC(=C1O)OC)C2C3C(COC3=O)C(C4=CC5=C(C=C24)OCO5)OC6C(C(C7C(O6)COC(O7)C8=CC=CS8)O)O. Drug 2: CCN(CC)CCNC(=O)C1=C(NC(=C1C)C=C2C3=C(C=CC(=C3)F)NC2=O)C. Cell line: UACC-257. Synergy scores: CSS=8.57, Synergy_ZIP=-2.93, Synergy_Bliss=-1.98, Synergy_Loewe=-6.90, Synergy_HSA=-2.92.